This data is from Forward reaction prediction with 1.9M reactions from USPTO patents (1976-2016). The task is: Predict the product of the given reaction. (1) The product is: [NH2:3][C:8]1[CH:12]=[C:11]([C:13]([O:15][C:16]([CH3:18])([CH3:17])[CH3:19])=[O:14])[N:10]([CH3:20])[N:9]=1. Given the reactants CC1[N:3]([C:8]2[CH:12]=[C:11]([C:13]([O:15][C:16]([CH3:19])([CH3:18])[CH3:17])=[O:14])[N:10]([CH3:20])[N:9]=2)C(C)=CC=1.C(O)C.Cl.NO.[OH-].[K+], predict the reaction product. (2) Given the reactants Cl[CH2:2][CH2:3][C:4]([O:6][CH2:7][CH3:8])=[O:5].C(=O)([O-])[O-].[K+].[K+].[Cl:15][C:16]1[CH:21]=[CH:20][C:19]([C:22]2[N:23]([CH:28]3[CH2:30][CH2:29]3)[C:24](=[O:27])[NH:25][N:26]=2)=[CH:18][CH:17]=1.C(=O)([O-])[O-].[Cs+].[Cs+].[I-].[K+], predict the reaction product. The product is: [Cl:15][C:16]1[CH:17]=[CH:18][C:19]([C:22]2[N:23]([CH:28]3[CH2:29][CH2:30]3)[C:24](=[O:27])[N:25]([CH2:2][CH2:3][C:4]([O:6][CH2:7][CH3:8])=[O:5])[N:26]=2)=[CH:20][CH:21]=1. (3) Given the reactants [Cl:1][C:2]1[CH:7]=[C:6]([O:8][CH3:9])[CH:5]=[C:4]([Cl:10])[N:3]=1.[N+:11]([O-])([OH:13])=[O:12], predict the reaction product. The product is: [Cl:1][C:2]1[C:7]([N+:11]([O-:13])=[O:12])=[C:6]([O:8][CH3:9])[CH:5]=[C:4]([Cl:10])[N:3]=1. (4) Given the reactants [CH:1]1([O:7][C:8]2[CH:13]=[C:12]([O:14][CH2:15][CH2:16][O:17][CH3:18])[CH:11]=[CH:10][C:9]=2/[CH:19]=[CH:20]/[C:21]([O:23]CC)=[O:22])[CH2:6][CH2:5][CH2:4][CH2:3][CH2:2]1.[OH-].[Na+], predict the reaction product. The product is: [CH:1]1([O:7][C:8]2[CH:13]=[C:12]([O:14][CH2:15][CH2:16][O:17][CH3:18])[CH:11]=[CH:10][C:9]=2/[CH:19]=[CH:20]/[C:21]([OH:23])=[O:22])[CH2:2][CH2:3][CH2:4][CH2:5][CH2:6]1. (5) The product is: [N:1]1([C:6]2[N:11]=[C:10]([NH:12][C:13]3[CH:14]=[C:15]([CH:18]=[CH:19][N:20]=3)[C:16]#[N:17])[CH:9]=[C:8]([C:21]3([C:27]#[N:28])[CH2:26][CH2:25][O:24][CH2:23][CH2:22]3)[CH:7]=2)[CH2:4][CH2:3][CH2:2]1. Given the reactants [NH:1]1[CH2:4][CH2:3][CH2:2]1.Cl[C:6]1[N:11]=[C:10]([NH:12][C:13]2[CH:14]=[C:15]([CH:18]=[CH:19][N:20]=2)[C:16]#[N:17])[CH:9]=[C:8]([C:21]2([C:27]#[N:28])[CH2:26][CH2:25][O:24][CH2:23][CH2:22]2)[CH:7]=1, predict the reaction product. (6) Given the reactants [Br:1][C:2]1[C:3]([N:12]2[CH2:17][CH2:16][N:15]([CH2:18][C:19]3[S:20][CH:21]=[CH:22][N:23]=3)[CH2:14][CH2:13]2)=[C:4]([N+:9]([O-])=O)[C:5]([NH2:8])=[N:6][CH:7]=1.[CH:24](=O)[C:25]1[CH:30]=[CH:29][C:28]([O:31][CH3:32])=[CH:27][CH:26]=1.[O-]S(S([O-])=O)=O.[Na+].[Na+], predict the reaction product. The product is: [Br:1][C:2]1[C:3]([N:12]2[CH2:17][CH2:16][N:15]([CH2:18][C:19]3[S:20][CH:21]=[CH:22][N:23]=3)[CH2:14][CH2:13]2)=[C:4]2[N:9]=[C:24]([C:25]3[CH:30]=[CH:29][C:28]([O:31][CH3:32])=[CH:27][CH:26]=3)[NH:8][C:5]2=[N:6][CH:7]=1. (7) Given the reactants C(OC([N:8]1[CH2:12][CH2:11][CH:10]([NH:13][C:14]([C:16]2[S:17][CH:18]=[CH:19][C:20]=2[NH:21][C:22]2[CH:27]=[CH:26][N:25]=[C:24]3[NH:28][CH:29]=[CH:30][C:23]=23)=[O:15])[CH2:9]1)=O)(C)(C)C.N[CH2:32][CH2:33][C:34]1C=CC=CN=1, predict the reaction product. The product is: [N:8]1[CH:9]=[CH:34][CH:33]=[CH:32][C:12]=1[CH2:11][CH2:10][NH:13][C:14]([C:16]1[S:17][CH:18]=[CH:19][C:20]=1[NH:21][C:22]1[CH:27]=[CH:26][N:25]=[C:24]2[NH:28][CH:29]=[CH:30][C:23]=12)=[O:15].